Dataset: Full USPTO retrosynthesis dataset with 1.9M reactions from patents (1976-2016). Task: Predict the reactants needed to synthesize the given product. Given the product [C:19]([O:18][C:16](=[O:17])[CH2:15][O:13][C:10]1[CH:11]=[CH:12][C:2]([Cl:1])=[C:3]([CH:9]=1)[C:4]([O:6][CH2:7][CH3:8])=[O:5])([CH3:22])([CH3:21])[CH3:20], predict the reactants needed to synthesize it. The reactants are: [Cl:1][C:2]1[CH:12]=[CH:11][C:10]([OH:13])=[CH:9][C:3]=1[C:4]([O:6][CH2:7][CH3:8])=[O:5].Br[CH2:15][C:16]([O:18][C:19]([CH3:22])([CH3:21])[CH3:20])=[O:17].C(=O)([O-])[O-].[K+].[K+].